Binary Classification. Given a miRNA mature sequence and a target amino acid sequence, predict their likelihood of interaction. From a dataset of Experimentally validated miRNA-target interactions with 360,000+ pairs, plus equal number of negative samples. (1) The miRNA is hsa-miR-411-3p with sequence UAUGUAACACGGUCCACUAACC. The protein sequence of the target gene is MSDNQSWNSSGSEEDPETESGPPVERCGVLSKWTNYIHGWQDRWVVLKNNALSYYKSEDETEYGCRGSICLSKAVITPHDFDECRFDISVNDSVWYLRAQDPDHRQQWIDAIEQHKTESGYGSESSLRRHGSMVSLVSGASGYSATSTSSFKKGHSLREKLAEMETFRDILCRQVDTLQKYFDACADAVSKDELQRDKVVEDDEDDFPTTRSDGDFLHSTNGNKEKLFPHVTPKGINGIDFKGEAITFKATTAGILATLSHCIELMVKREDSWQKRLDKETEKKRRTEEAYKNAMTELKK.... Result: 1 (interaction). (2) The miRNA is hsa-miR-1207-5p with sequence UGGCAGGGAGGCUGGGAGGGG. The protein sequence of the target gene is MYNTVWSMDRDDADWREVMMPYSTELIFYIEMDPPALPPKPPKPMTPAVTNGMKDSFISLQDAEWYWGDISREEVNDKLRDMPDGTFLVRDASTKMQGDYTLTLRKGGNNKLIKIYHRDGKYGFSEPLTFTSVVELINHYHHESLAQYNPKLDVKLTYPVSRFQQDQLVKEDNIDAVGKNLQEFHSQYQEKSKEYDRLYEEYTRTSQEIQMKRTAIEAFNETIKIFEEQCHTQEQHSKDYIERFRREGNEKEIERIMMNYDKLKSRLGEIHDSKLRLEQDLKKQALDNREIDKKMNSIKP.... Result: 0 (no interaction). (3) The miRNA is hsa-miR-6736-3p with sequence UCAGCUCCUCUCUACCCACAG. The protein sequence of the target gene is MAADVFMCSPRRPRSRGRQVLLKPQVSEDDDDSDTDEPSPPPASGAATPARAHASAAPPPPRAGPGREEPPRRQQIIHSGHFMVSSPHREHPPKKGYDFDTVNKQTCQTYSFGKTSSCHLSIDASLTKLFECMTLAYSGKLVSPKWKNFKGLKLQWRDKIRLNNAIWRAWYMQYLEKRKNPVCHFVTPLDGSVDVDEHRRPEAITTEGKYWKSRIEIVIREYHKWRTYFKKRLQQHKDEDLSSLVQDDDMLYWHKHGDGWKTPVPMEEDPLLDTDMLMSEFSDTLFSTLSSHQPVAWPNP.... Result: 1 (interaction). (4) Result: 1 (interaction). The protein sequence of the target gene is MGLLELCEQVFGTADLYQVLGVRREASDGEVRRGYHKVSLQVHPDRVEEDQKEDATRRFQILGRVYAVLSDKEQKAVYDEQGTVDEDSAGLNQDRDWDAYWRLLFKKISLEDIQAFEKTYKGSEEELNDIKQAYLDFKGDMDQIMESVLCVQYTDEPRIRNIIQKAIESKEIPAYSAFVKESKQKMNARKRRAQEEAKEAELSRKELGLEEGVDNLKALIQSRQKDRQKEMDSFLAQMEAKYCKPSKGGKRTALKKEKK. The miRNA is mmu-miR-223-3p with sequence UGUCAGUUUGUCAAAUACCCCA. (5) The miRNA is cel-miR-1829c-5p with sequence AAGCGAAAUUCAAGAUGGUUGUA. The protein sequence of the target gene is MATDVQLADYPLMSPKAELKLEKKSGRKPRSPRDSGPQKELVIPGIVDFERIRRALRTPKPQTPGTYCFGRLSHHSFFSRHHPHPQHVTHIQDLTGKPVCVVRDFPAPLPESTVFSGCQMGIPTISVPIGDPQSNRNPQLSSEAWKKELKELASRVAFLTKEDELKKKEKEQKEEPLREQGAKYSAETGRLIPASTRAVGRRRSHQGQQSQSSSRHEGVQAFLLQDQELLVLELLCRILETDLLSAIQFWLLYAPPKEKDLALGLLQTAVAQLLPQPLVSIPTEKLLSQLPEVHEPPQEK.... Result: 0 (no interaction). (6) The miRNA is hsa-let-7d-5p with sequence AGAGGUAGUAGGUUGCAUAGUU. The protein sequence of the target gene is MASTTAGRRWPPRRRSSRRGPTPRSRAPGAKLSAPEAGPPRRGPLPRGGAGRDTLLGAKATPSSPAARRYVTALGPPQPRGSTDSACAALPQPVPHEPREAAFRLAPASERGASVSPARIPRRRRRVPAMWDPRAARTPPRELAMLLCNKSNAFYNLGKWNEAFLAAKECLQWDPTYVKGYYRAGYSLLHLLQPYEAARMFFEGLRLLQRSPDQLQVPDFLVGIFTTMSSDSIVLQSFLPCFDHIFTTGFSTEVWQYVIQKLAKKGLWHSFLLLSAKKDRLPSNIHVSELSLQSLFEKYV.... Result: 0 (no interaction). (7) The miRNA is hsa-miR-6776-5p with sequence UCUGGGUGCAGUGGGGGUU. The protein sequence of the target gene is MKVVPEKNAVRILWGRERGARAMGAQRLLQELVEDKTRWMKWEGKRVELPDSPRSTFLLAFSPDRTLLASTHVNHNIYITEVKTGKCVHSLIGHRRTPWCVTFHPTISGLIASGCLDGEVRIWDLHGGSESWFTDSNNAIASLAFHPTAQLLLIATANEIHFWDWSRREPFAVVKTASEMERVRLVRFDPLGHYLLTAIVNPSNQQGDDEPEIPIDGTELSHYRQRALLQSQPVRRTPLLHNFLHMLSSRSSGIQVGEQSTVQDSATPSPPPPPPQPSTERPRTSAYIRLRQRVSYPTAE.... Result: 1 (interaction). (8) Result: 1 (interaction). The protein sequence of the target gene is MSSDFPHYNFRMPNIGFQNLPLNIYIVVFGTAIFVFILSLLFCCYLIRLRHQAHKEFYAYKQVILKEKVKELNLHELCAVCLEDFKPRDELGICPCKHAFHRKCLIKWLEVRKVCPLCNMPVLQLAQLHSKQDRGPPQGPLPGAENIV. The miRNA is hsa-miR-3122 with sequence GUUGGGACAAGAGGACGGUCUU. (9) The miRNA is hsa-miR-324-3p with sequence CCCACUGCCCCAGGUGCUGCUGG. The protein sequence of the target gene is MPAVSKGDGMRGLAVFISDIRNCKSKEAEIKRINKELANIRSKFKGDKALDGYSKKKYVCKLLFIFLLGHDIDFGHMEAVNLLSSNKYTEKQIGYLFISVLVNSNSELIRLINNAIKNDLASRNPTFMCLALHCIANVGSREMGEAFAADIPRILVAGDSMDSVKQSAALCLLRLYKASPDLVPMGEWTARVVHLLNDQHMGVVTAAVSLITCLCKKNPDDFKTCVSLAVSRLSRIVSSASTDLQDYTYYFVPAPWLSVKLLRLLQCYPPPEDAAVKGRLVECLETVLNKAQEPPKSKKV.... Result: 1 (interaction). (10) The miRNA is hsa-miR-6752-5p with sequence GGGGGGUGUGGAGCCAGGGGGC. The protein sequence of the target gene is MSELKDCPLQFHDFKSVDHLKVCPRYTAVLARSEDDGIGIEELDTLQLELETLLSSASRRLRVLEAETQILTDWQDKKGDRRFLKLGRDHELGAPPKHGKPKKQKLEGKTGHGPGPGPGRPKSKNVQPKIQEYEFTDDPIDVPRIPKNDAPNRFWASVEPYCADITSEEVRTLEELLKPPEDEAEHYKIPPLGKHYSQRWAQEDLLEEQKDGARAAAVADKKKGLIGPLTELDTKDVDALLKKSEAQHEQPEDGCPFGALTQRLLQALVEENIISPMEDSPIPDMSGKESGADGASTSPR.... Result: 0 (no interaction).